This data is from NCI-60 drug combinations with 297,098 pairs across 59 cell lines. The task is: Regression. Given two drug SMILES strings and cell line genomic features, predict the synergy score measuring deviation from expected non-interaction effect. Drug 1: CCC1(CC2CC(C3=C(CCN(C2)C1)C4=CC=CC=C4N3)(C5=C(C=C6C(=C5)C78CCN9C7C(C=CC9)(C(C(C8N6C=O)(C(=O)OC)O)OC(=O)C)CC)OC)C(=O)OC)O.OS(=O)(=O)O. Drug 2: CC1C(C(CC(O1)OC2CC(CC3=C2C(=C4C(=C3O)C(=O)C5=C(C4=O)C(=CC=C5)OC)O)(C(=O)CO)O)N)O.Cl. Cell line: NCIH23. Synergy scores: CSS=25.0, Synergy_ZIP=0.694, Synergy_Bliss=3.47, Synergy_Loewe=-1.00, Synergy_HSA=1.92.